The task is: Regression. Given two drug SMILES strings and cell line genomic features, predict the synergy score measuring deviation from expected non-interaction effect.. This data is from NCI-60 drug combinations with 297,098 pairs across 59 cell lines. (1) Drug 1: COC1=CC(=CC(=C1O)OC)C2C3C(COC3=O)C(C4=CC5=C(C=C24)OCO5)OC6C(C(C7C(O6)COC(O7)C8=CC=CS8)O)O. Drug 2: C1CN(CCN1C(=O)CCBr)C(=O)CCBr. Cell line: K-562. Synergy scores: CSS=40.1, Synergy_ZIP=-2.24, Synergy_Bliss=1.74, Synergy_Loewe=-10.3, Synergy_HSA=4.85. (2) Drug 1: CC(C)(C1=NC(=CC=C1)N2C3=NC(=NC=C3C(=O)N2CC=C)NC4=CC=C(C=C4)N5CCN(CC5)C)O. Drug 2: CN1C=C(C=N1)C2=C3N=C(C(=C(N3N=C2)N)Br)C4CCCNC4. Cell line: OVCAR3. Synergy scores: CSS=91.0, Synergy_ZIP=19.1, Synergy_Bliss=18.7, Synergy_Loewe=17.7, Synergy_HSA=25.1. (3) Drug 1: C1=CC(=CC=C1CCCC(=O)O)N(CCCl)CCCl. Drug 2: CC1C(C(CC(O1)OC2CC(CC3=C2C(=C4C(=C3O)C(=O)C5=C(C4=O)C(=CC=C5)OC)O)(C(=O)CO)O)N)O.Cl. Cell line: HOP-92. Synergy scores: CSS=57.6, Synergy_ZIP=0.718, Synergy_Bliss=1.59, Synergy_Loewe=2.13, Synergy_HSA=4.86. (4) Synergy scores: CSS=30.7, Synergy_ZIP=-7.83, Synergy_Bliss=-0.684, Synergy_Loewe=-3.99, Synergy_HSA=1.20. Drug 2: CNC(=O)C1=NC=CC(=C1)OC2=CC=C(C=C2)NC(=O)NC3=CC(=C(C=C3)Cl)C(F)(F)F. Drug 1: CCC1=CC2CC(C3=C(CN(C2)C1)C4=CC=CC=C4N3)(C5=C(C=C6C(=C5)C78CCN9C7C(C=CC9)(C(C(C8N6C)(C(=O)OC)O)OC(=O)C)CC)OC)C(=O)OC.C(C(C(=O)O)O)(C(=O)O)O. Cell line: A498. (5) Drug 1: CC1CCC2CC(C(=CC=CC=CC(CC(C(=O)C(C(C(=CC(C(=O)CC(OC(=O)C3CCCCN3C(=O)C(=O)C1(O2)O)C(C)CC4CCC(C(C4)OC)O)C)C)O)OC)C)C)C)OC. Drug 2: CC1=C(N=C(N=C1N)C(CC(=O)N)NCC(C(=O)N)N)C(=O)NC(C(C2=CN=CN2)OC3C(C(C(C(O3)CO)O)O)OC4C(C(C(C(O4)CO)O)OC(=O)N)O)C(=O)NC(C)C(C(C)C(=O)NC(C(C)O)C(=O)NCCC5=NC(=CS5)C6=NC(=CS6)C(=O)NCCC[S+](C)C)O. Cell line: HS 578T. Synergy scores: CSS=25.6, Synergy_ZIP=-8.20, Synergy_Bliss=-1.63, Synergy_Loewe=1.10, Synergy_HSA=1.65. (6) Drug 1: C1CN1P(=S)(N2CC2)N3CC3. Drug 2: CC=C1C(=O)NC(C(=O)OC2CC(=O)NC(C(=O)NC(CSSCCC=C2)C(=O)N1)C(C)C)C(C)C. Cell line: OVCAR3. Synergy scores: CSS=21.4, Synergy_ZIP=4.09, Synergy_Bliss=3.26, Synergy_Loewe=-10.1, Synergy_HSA=-0.829. (7) Drug 1: C1CC(=O)NC(=O)C1N2CC3=C(C2=O)C=CC=C3N. Drug 2: C1=CN(C(=O)N=C1N)C2C(C(C(O2)CO)O)O.Cl. Cell line: SK-MEL-5. Synergy scores: CSS=13.4, Synergy_ZIP=-1.49, Synergy_Bliss=2.48, Synergy_Loewe=-8.97, Synergy_HSA=1.82. (8) Drug 1: C1=NC2=C(N=C(N=C2N1C3C(C(C(O3)CO)O)O)F)N. Drug 2: CC1=C(N=C(N=C1N)C(CC(=O)N)NCC(C(=O)N)N)C(=O)NC(C(C2=CN=CN2)OC3C(C(C(C(O3)CO)O)O)OC4C(C(C(C(O4)CO)O)OC(=O)N)O)C(=O)NC(C)C(C(C)C(=O)NC(C(C)O)C(=O)NCCC5=NC(=CS5)C6=NC(=CS6)C(=O)NCCC[S+](C)C)O. Cell line: SR. Synergy scores: CSS=72.2, Synergy_ZIP=3.06, Synergy_Bliss=3.10, Synergy_Loewe=-10.8, Synergy_HSA=3.38. (9) Drug 1: CNC(=O)C1=CC=CC=C1SC2=CC3=C(C=C2)C(=NN3)C=CC4=CC=CC=N4. Drug 2: CN(C(=O)NC(C=O)C(C(C(CO)O)O)O)N=O. Cell line: COLO 205. Synergy scores: CSS=-3.65, Synergy_ZIP=-0.385, Synergy_Bliss=-9.63, Synergy_Loewe=-11.6, Synergy_HSA=-12.8. (10) Drug 1: CN1C2=C(C=C(C=C2)N(CCCl)CCCl)N=C1CCCC(=O)O.Cl. Drug 2: C1C(C(OC1N2C=NC(=NC2=O)N)CO)O. Cell line: SK-MEL-5. Synergy scores: CSS=-2.62, Synergy_ZIP=2.85, Synergy_Bliss=1.74, Synergy_Loewe=-1.08, Synergy_HSA=-1.87.